From a dataset of Reaction yield outcomes from USPTO patents with 853,638 reactions. Predict the reaction yield, written as a fraction of the theoretical maximum amount of product (1.0 means a 100% yield; for example, 0.34 means a 34% yield). The product is [F:14][C:8]([F:13])([C:9]([F:10])([F:11])[F:12])[C:7]([N:22]([O:23][CH3:24])[CH3:21])=[O:15]. The reactants are [F:10][C:9]([F:12])([F:11])[C:8]([F:14])([F:13])[C:7](O[C:7](=[O:15])[C:8]([F:14])([F:13])[C:9]([F:12])([F:11])[F:10])=[O:15].Cl.[CH3:21][NH:22][O:23][CH3:24].N1C=CC=CC=1.Cl. The yield is 0.790. The catalyst is O.[Cl-].[Na+].O.ClCCl.